From a dataset of Reaction yield outcomes from USPTO patents with 853,638 reactions. Predict the reaction yield, written as a fraction of the theoretical maximum amount of product (1.0 means a 100% yield; for example, 0.34 means a 34% yield). (1) The reactants are Br[C:2]1[CH:3]=[CH:4][C:5]([O:8][CH3:9])=[N:6][CH:7]=1.[Li]CCCC.[B:15](OC(C)C)([O:20]C(C)C)[O:16]C(C)C.Cl. No catalyst specified. The product is [B:15]([OH:20])([OH:16])[C:2]1[CH:3]=[CH:4][C:5]([O:8][CH3:9])=[N:6][CH:7]=1. The yield is 0.890. (2) The reactants are Cl.[NH2:2][C@H:3]1[CH2:8][CH2:7][CH2:6][NH:5][C:4]1=[O:9].C([O-])([O-])=O.[Na+].[Na+].[CH3:16][C:17]1([C:23](Cl)=[O:24])[CH2:22][CH2:21][CH2:20][CH2:19][CH2:18]1. The catalyst is O.ClCCl. The product is [CH3:16][C:17]1([C:23]([NH:2][C@H:3]2[CH2:8][CH2:7][CH2:6][NH:5][C:4]2=[O:9])=[O:24])[CH2:22][CH2:21][CH2:20][CH2:19][CH2:18]1. The yield is 0.420. (3) The reactants are [N:1]1[CH:6]=[C:5]([CH2:7][C:8]2[C:9](=[O:15])[NH:10][C:11](=[S:14])[NH:12][CH:13]=2)[CH:4]=[N:3][CH:2]=1.CCN(C(C)C)C(C)C.Cl[CH2:26][C:27]1[CH:28]=[CH:29][C:30]([O:35][C:36]2[CH:41]=[CH:40][CH:39]=[C:38]([C:42]([F:45])([F:44])[F:43])[CH:37]=2)=[C:31]([CH:34]=1)[C:32]#[N:33]. The catalyst is C(Cl)Cl. The product is [O:15]=[C:9]1[C:8]([CH2:7][C:5]2[CH:6]=[N:1][CH:2]=[N:3][CH:4]=2)=[CH:13][NH:12][C:11]([S:14][CH2:26][C:27]2[CH:28]=[CH:29][C:30]([O:35][C:36]3[CH:41]=[CH:40][CH:39]=[C:38]([C:42]([F:43])([F:44])[F:45])[CH:37]=3)=[C:31]([CH:34]=2)[C:32]#[N:33])=[N:10]1. The yield is 0.453. (4) The reactants are [C:1]([C:3]1([C:6]2[CH:7]=[C:8]([CH:13]=[CH:14][CH:15]=2)[C:9]([O:11]C)=[O:10])[CH2:5][CH2:4]1)#[N:2].[OH-].[Na+].Cl. The catalyst is CO. The product is [C:1]([C:3]1([C:6]2[CH:7]=[C:8]([CH:13]=[CH:14][CH:15]=2)[C:9]([OH:11])=[O:10])[CH2:4][CH2:5]1)#[N:2]. The yield is 0.170. (5) The reactants are C([O:3][C:4]([C:6]1[N:7]=[N:8][C:9]([NH:12][CH2:13][C:14]2[C:15]([C:20]3[CH:25]=[CH:24][C:23]([F:26])=[CH:22][CH:21]=3)=[N:16][O:17][C:18]=2[CH3:19])=[CH:10][CH:11]=1)=O)C.[CH:27]([NH2:30])([CH3:29])[CH3:28]. No catalyst specified. The product is [CH:27]([NH:30][C:4]([C:6]1[N:7]=[N:8][C:9]([NH:12][CH2:13][C:14]2[C:15]([C:20]3[CH:21]=[CH:22][C:23]([F:26])=[CH:24][CH:25]=3)=[N:16][O:17][C:18]=2[CH3:19])=[CH:10][CH:11]=1)=[O:3])([CH3:29])[CH3:28]. The yield is 0.530. (6) The reactants are [CH2:1]([C:5]1[CH2:10][CH2:9][C:8]([CH3:13])([CH:11]=[O:12])[CH2:7][CH:6]=1)[CH:2]([CH3:4])[CH3:3].[CH3:14][Mg+].[Br-]. The product is [CH2:1]([C:5]1[CH2:10][CH2:9][C:8]([CH:11]([OH:12])[CH3:14])([CH3:13])[CH2:7][CH:6]=1)[CH:2]([CH3:4])[CH3:3]. The catalyst is C(OCC)C. The yield is 0.520.